From a dataset of Peptide-MHC class II binding affinity with 134,281 pairs from IEDB. Regression. Given a peptide amino acid sequence and an MHC pseudo amino acid sequence, predict their binding affinity value. This is MHC class II binding data. (1) The peptide sequence is PNYLALLVKYVNGDG. The MHC is DRB1_0404 with pseudo-sequence DRB1_0404. The binding affinity (normalized) is 0.440. (2) The peptide sequence is VFLGSAYGIPKVPPG. The MHC is DRB1_1602 with pseudo-sequence DRB1_1602. The binding affinity (normalized) is 0.209. (3) The MHC is DRB1_0401 with pseudo-sequence DRB1_0401. The binding affinity (normalized) is 0.0753. The peptide sequence is RVIRGKKGAGGITIK. (4) The peptide sequence is DEARRMWASAQNISG. The MHC is DRB1_0701 with pseudo-sequence DRB1_0701. The binding affinity (normalized) is 0.0295. (5) The MHC is DRB1_1302 with pseudo-sequence DRB1_1302. The binding affinity (normalized) is 0. The peptide sequence is LMSTRRVLEREQIPT. (6) The peptide sequence is YYAIHKASPVLAFPA. The MHC is DRB1_1602 with pseudo-sequence DRB1_1602. The binding affinity (normalized) is 0.475. (7) The peptide sequence is KKEGNTSLLWNGPMAVS. The MHC is DRB1_0301 with pseudo-sequence DRB1_0301. The binding affinity (normalized) is 0.382. (8) The peptide sequence is KVSDDITYVATATLP. The MHC is DRB1_0901 with pseudo-sequence DRB1_0901. The binding affinity (normalized) is 0.521. (9) The peptide sequence is EKKYFAATQFESLAA. The MHC is HLA-DQA10401-DQB10402 with pseudo-sequence HLA-DQA10401-DQB10402. The binding affinity (normalized) is 0.488. (10) The peptide sequence is YDKFLANVSTVLTYK. The MHC is DRB1_0701 with pseudo-sequence DRB1_0701. The binding affinity (normalized) is 0.796.